Dataset: Forward reaction prediction with 1.9M reactions from USPTO patents (1976-2016). Task: Predict the product of the given reaction. (1) Given the reactants [Cl:1][C:2]1[CH:21]=[CH:20][C:19]([OH:22])=[CH:18][C:3]=1[C:4]([NH:6][CH2:7][C:8]12[CH2:17][CH:12]3[CH2:13][CH:14]([CH2:16][CH:10]([CH2:11]3)[CH2:9]1)[CH2:15]2)=[O:5].C1(P(C2C=CC=CC=2)C2C=CC=CC=2)C=CC=CC=1.[Cl:42][CH2:43][CH2:44]O.N(C(OCC)=O)=NC(OCC)=O, predict the reaction product. The product is: [Cl:1][C:2]1[CH:21]=[CH:20][C:19]([O:22][CH2:44][CH2:43][Cl:42])=[CH:18][C:3]=1[C:4]([NH:6][CH2:7][C:8]12[CH2:17][CH:12]3[CH2:11][CH:10]([CH2:16][CH:14]([CH2:13]3)[CH2:15]1)[CH2:9]2)=[O:5]. (2) Given the reactants [C:1]([NH:8][CH2:9][CH2:10]Br)([O:3]C(C)(C)C)=[O:2].[CH2:12]([C:14]1[CH:19]=[C:18]([C:20]2[N:24]=[C:23]([C:25]3[CH:30]=[C:29]([CH3:31])[CH:28]=[C:27]([CH2:32][N:33]([CH2:35][CH3:36])[CH3:34])[CH:26]=3)[O:22][N:21]=2)[CH:17]=[C:16]([CH3:37])[C:15]=1[OH:38])C.C([O-])([O-])=O.[K+].[K+], predict the reaction product. The product is: [CH2:35]([N:33]([CH2:32][C:27]1[CH:26]=[C:25]([C:23]2[O:22][N:21]=[C:20]([C:18]3[CH:17]=[C:16]([CH3:37])[C:15]([O:38][CH2:10][CH2:9][NH2:8])=[C:14]([CH3:12])[CH:19]=3)[N:24]=2)[CH:30]=[C:29]([CH3:31])[CH:28]=1)[CH3:34])[CH3:36].[CH:1]([O-:3])=[O:2].